From a dataset of HIV replication inhibition screening data with 41,000+ compounds from the AIDS Antiviral Screen. Binary Classification. Given a drug SMILES string, predict its activity (active/inactive) in a high-throughput screening assay against a specified biological target. The compound is CCOC(=O)NC(Nc1ccc(C)cc1)(C(F)(F)F)C(F)(F)F. The result is 0 (inactive).